Dataset: Peptide-MHC class I binding affinity with 185,985 pairs from IEDB/IMGT. Task: Regression. Given a peptide amino acid sequence and an MHC pseudo amino acid sequence, predict their binding affinity value. This is MHC class I binding data. (1) The binding affinity (normalized) is 0.936. The peptide sequence is MVRQMRAAL. The MHC is HLA-B07:02 with pseudo-sequence HLA-B07:02. (2) The peptide sequence is QQYHRFGLY. The MHC is HLA-A69:01 with pseudo-sequence HLA-A69:01. The binding affinity (normalized) is 0.0847. (3) The peptide sequence is IEELFYSYA. The MHC is HLA-B18:01 with pseudo-sequence HLA-B18:01. The binding affinity (normalized) is 0.234. (4) The binding affinity (normalized) is 0.706. The peptide sequence is KLSGLGLNAV. The MHC is HLA-A02:06 with pseudo-sequence HLA-A02:06. (5) The peptide sequence is ELENKKVEY. The MHC is HLA-A11:01 with pseudo-sequence HLA-A11:01. The binding affinity (normalized) is 0.00189.